Dataset: Full USPTO retrosynthesis dataset with 1.9M reactions from patents (1976-2016). Task: Predict the reactants needed to synthesize the given product. (1) The reactants are: O.[N+:2]([C:5]1[CH:13]=[CH:12][C:8]2=[N:9][S:10][N:11]=[C:7]2[CH:6]=1)([O-])=O. Given the product [N:9]1[S:10][N:11]=[C:7]2[CH:6]=[C:5]([NH2:2])[CH:13]=[CH:12][C:8]=12, predict the reactants needed to synthesize it. (2) Given the product [CH2:1]([C@@H:8]1[CH2:12][O:11][C:10](=[O:13])[N:9]1[C:14](=[O:19])[C@H:15]([CH2:45][C:41]1[C:42]([CH3:44])=[CH:43][C:38]([O:37][CH2:30][C:31]2[CH:36]=[CH:35][CH:34]=[CH:33][CH:32]=2)=[CH:39][C:40]=1[CH3:47])[CH2:16][CH:17]=[CH2:18])[C:2]1[CH:3]=[CH:4][CH:5]=[CH:6][CH:7]=1, predict the reactants needed to synthesize it. The reactants are: [CH2:1]([C@@H:8]1[CH2:12][O:11][C:10](=[O:13])[N:9]1[C:14](=[O:19])[CH2:15][CH2:16][CH:17]=[CH2:18])[C:2]1[CH:7]=[CH:6][CH:5]=[CH:4][CH:3]=1.[Li+].C[Si]([N-][Si](C)(C)C)(C)C.[CH2:30]([O:37][C:38]1[CH:39]=[C:40]([CH3:47])[C:41]([CH2:45]Br)=[C:42]([CH3:44])[CH:43]=1)[C:31]1[CH:36]=[CH:35][CH:34]=[CH:33][CH:32]=1. (3) Given the product [O:29]1[CH2:30][CH2:31][CH2:32][CH:28]1[CH2:27][O:26][CH2:25][C:21]1[N:20]=[C:19]([CH2:18][N:14]2[C:9]3[N:10]=[C:11]([NH2:13])[N:12]=[C:7]([C:5]4[O:6][C:2]([CH3:1])=[CH:3][CH:4]=4)[C:8]=3[N:16]=[N:15]2)[CH:24]=[CH:23][CH:22]=1, predict the reactants needed to synthesize it. The reactants are: [CH3:1][C:2]1[O:6][C:5]([C:7]2[C:8]3[NH:16][N:15]=[N:14][C:9]=3[N:10]=[C:11]([NH2:13])[N:12]=2)=[CH:4][CH:3]=1.Br[CH2:18][C:19]1[CH:24]=[CH:23][CH:22]=[C:21]([CH2:25][O:26][CH2:27][CH:28]2[CH2:32][CH2:31][CH2:30][O:29]2)[N:20]=1. (4) Given the product [F:1][C:2]1[C:7]([F:8])=[CH:6][C:5]([C:9]2[CH:14]=[CH:13][C:12]([O:15][CH2:16][CH:17]3[CH2:22][CH2:21][CH2:20][N:19]([C:30](=[O:31])[C@H:29]([CH3:33])[CH2:28][C:27]([OH:34])=[O:26])[CH2:18]3)=[CH:11][CH:10]=2)=[C:4]([O:23][CH3:24])[CH:3]=1, predict the reactants needed to synthesize it. The reactants are: [F:1][C:2]1[C:7]([F:8])=[CH:6][C:5]([C:9]2[CH:14]=[CH:13][C:12]([O:15][CH2:16][CH:17]3[CH2:22][CH2:21][CH2:20][NH:19][CH2:18]3)=[CH:11][CH:10]=2)=[C:4]([O:23][CH3:24])[CH:3]=1.C[O:26][C:27](=[O:34])[CH2:28][C@@H:29]([CH3:33])[C:30](O)=[O:31]. (5) The reactants are: C([O:9][CH2:10][CH2:11][O:12][CH2:13][CH2:14][N:15]1[C:23]2[C:22](Cl)=[N:21][CH:20]=[N:19][C:18]=2[CH:17]=[CH:16]1)(=O)C1C=CC=CC=1.[NH2:25][C:26]1[CH:51]=[CH:50][C:29]([O:30][C:31]2[CH:32]=[C:33]([CH:37]3[CH2:42][CH2:41][N:40]([C:43]([O:45][C:46]([CH3:49])([CH3:48])[CH3:47])=[O:44])[CH2:39][CH2:38]3)[CH:34]=[CH:35][CH:36]=2)=[C:28]([Cl:52])[CH:27]=1.C(O)(C)C. Given the product [Cl:52][C:28]1[CH:27]=[C:26]([NH:25][C:22]2[C:23]3[N:15]([CH2:14][CH2:13][O:12][CH2:11][CH2:10][OH:9])[CH:16]=[CH:17][C:18]=3[N:19]=[CH:20][N:21]=2)[CH:51]=[CH:50][C:29]=1[O:30][C:31]1[CH:32]=[C:33]([CH:37]2[CH2:38][CH2:39][N:40]([C:43]([O:45][C:46]([CH3:48])([CH3:49])[CH3:47])=[O:44])[CH2:41][CH2:42]2)[CH:34]=[CH:35][CH:36]=1, predict the reactants needed to synthesize it.